The task is: Predict the reaction yield, written as a fraction of the theoretical maximum amount of product (1.0 means a 100% yield; for example, 0.34 means a 34% yield).. This data is from Reaction yield outcomes from USPTO patents with 853,638 reactions. (1) The reactants are [Cl:1][C:2]1[C:3]([CH3:10])=[CH:4][C:5](I)=[C:6]([CH:8]=1)[NH2:7].[CH2:11]([Si:13]([CH2:21][CH3:22])([CH2:19][CH3:20])[C:14]#[C:15][CH2:16][CH2:17][OH:18])[CH3:12].[Cl-].[Li+].C(=O)([O-])[O-].[Na+].[Na+]. The catalyst is CN(C=O)C.C1(P([C-]2C=CC=C2)C2C=CC=CC=2)C=CC=CC=1.[C-]1(P(C2C=CC=CC=2)C2C=CC=CC=2)C=CC=C1.[Fe+2].[Pd](Cl)Cl. The product is [Cl:1][C:2]1[CH:8]=[C:6]2[C:5]([C:15]([CH2:16][CH2:17][OH:18])=[C:14]([Si:13]([CH2:19][CH3:20])([CH2:21][CH3:22])[CH2:11][CH3:12])[NH:7]2)=[CH:4][C:3]=1[CH3:10]. The yield is 0.790. (2) The product is [Cl:1][C:2]1[N:7]=[C:6]([NH:8][C@H:9]2[CH2:14][CH2:13][C@H:12]([NH:15][C:16](=[O:22])[O:17][C:18]([CH3:20])([CH3:21])[CH3:19])[CH2:11][CH2:10]2)[CH:5]=[C:4]([C:23]2[C:31]3[C:26](=[N:27][CH:28]=[C:29]([O:32][CH3:33])[CH:30]=3)[NH:25][CH:24]=2)[CH:3]=1. The yield is 0.750. The catalyst is O1CCOCC1. The reactants are [Cl:1][C:2]1[N:7]=[C:6]([NH:8][C@H:9]2[CH2:14][CH2:13][C@H:12]([NH:15][C:16](=[O:22])[O:17][C:18]([CH3:21])([CH3:20])[CH3:19])[CH2:11][CH2:10]2)[CH:5]=[C:4]([C:23]2[C:31]3[C:26](=[N:27][CH:28]=[C:29]([O:32][CH3:33])[CH:30]=3)[N:25](S(C3C=CC=CC=3)(=O)=O)[CH:24]=2)[CH:3]=1.[OH-].[Na+]. (3) The reactants are OC1CCN(CC2C=CC=CC=2)CC1.C([N:22]1[CH2:27][CH2:26][CH:25]([O:28][C:29](=[O:43])[NH:30][C:31]2[CH:36]=[CH:35][CH:34]=[CH:33][C:32]=2[C:37]2[CH:42]=[CH:41][CH:40]=[CH:39][CH:38]=2)[CH2:24][CH2:23]1)C1C=CC=CC=1.Cl.C([O-])=O.[NH4+]. The catalyst is C(O)C. The product is [NH:22]1[CH2:23][CH2:24][CH:25]([O:28][C:29](=[O:43])[NH:30][C:31]2[CH:36]=[CH:35][CH:34]=[CH:33][C:32]=2[C:37]2[CH:42]=[CH:41][CH:40]=[CH:39][CH:38]=2)[CH2:26][CH2:27]1. The yield is 1.00.